Task: Predict the reactants needed to synthesize the given product.. Dataset: Full USPTO retrosynthesis dataset with 1.9M reactions from patents (1976-2016) (1) Given the product [Cl:3][C:4]1[C:9]([C:10]2[N:14]([S:47]([C:43]3[CH:42]=[N:41][CH:46]=[CH:45][CH:44]=3)(=[O:49])=[O:48])[CH:13]=[C:12]([CH2:15][N:16]([CH3:24])[C:17](=[O:23])[O:18][C:19]([CH3:21])([CH3:22])[CH3:20])[C:11]=2[F:25])=[CH:8][CH:7]=[CH:6][N:5]=1, predict the reactants needed to synthesize it. The reactants are: [H-].[Na+].[Cl:3][C:4]1[C:9]([C:10]2[NH:14][CH:13]=[C:12]([CH2:15][N:16]([CH3:24])[C:17](=[O:23])[O:18][C:19]([CH3:22])([CH3:21])[CH3:20])[C:11]=2[F:25])=[CH:8][CH:7]=[CH:6][N:5]=1.C1OCCOCCOCCOCCOC1.[N:41]1[CH:46]=[CH:45][CH:44]=[C:43]([S:47](Cl)(=[O:49])=[O:48])[CH:42]=1. (2) Given the product [CH:12]1([N:9]2[C:10]3[CH:11]=[C:3]([CH3:2])[CH:4]=[C:5]([C:17]([NH:19][CH2:20][C:21]4[C:22](=[O:29])[NH:23][C:24]([CH3:28])=[CH:25][C:26]=4[CH3:27])=[O:18])[C:6]=3[CH:7]=[N:8]2)[CH2:13][CH2:14][CH2:15][CH2:16]1, predict the reactants needed to synthesize it. The reactants are: Br[CH2:2][C:3]1[CH:4]=[C:5]([C:17]([NH:19][CH2:20][C:21]2[C:22](=[O:29])[NH:23][C:24]([CH3:28])=[CH:25][C:26]=2[CH3:27])=[O:18])[C:6]2[CH:7]=[N:8][N:9]([CH:12]3[CH2:16][CH2:15][CH2:14][CH2:13]3)[C:10]=2[CH:11]=1. (3) Given the product [Br:1][C:2]1[CH:3]=[C:4]([CH2:9]/[CH:10]=[CH:43]/[C:44]([O:46][CH3:47])=[O:45])[CH:5]=[CH:6][C:7]=1[F:8], predict the reactants needed to synthesize it. The reactants are: [Br:1][C:2]1[CH:3]=[C:4]([CH2:9][CH2:10]O)[CH:5]=[CH:6][C:7]=1[F:8].CC(OI1(OC(C)=O)(OC(C)=O)OC(=O)C2C=CC=CC1=2)=O.[OH-].[Na+].C1(P(C2C=CC=CC=2)(C2C=CC=CC=2)=[CH:43][C:44]([O:46][CH3:47])=[O:45])C=CC=CC=1. (4) Given the product [CH2:27]([C:26]1[CH:25]=[C:23]([N:41]([CH2:18][C:20]2[N:21]([CH3:31])[N:22]=[C:23]([C:25]3[CH:26]=[CH:27][CH:28]=[CH:29][CH:30]=3)[N:24]=2)[C:42]2[CH:49]=[CH:48][C:45]([C:46]#[N:47])=[CH:44][C:43]=2[F:50])[CH:40]=[CH:38][CH:39]=1)[CH3:28], predict the reactants needed to synthesize it. The reactants are: CS(OS(C)(=O)=O)(=O)=O.C(C1C=C([CH:18]([C:20]2[N:21]([CH3:31])[N:22]=[C:23]([C:25]3[CH:30]=[CH:29][CH:28]=[CH:27][CH:26]=3)[N:24]=2)O)C=CC=1)C.C(N([CH:38]([CH3:40])[CH3:39])CC)(C)C.[NH2:41][C:42]1[CH:49]=[CH:48][C:45]([C:46]#[N:47])=[CH:44][C:43]=1[F:50]. (5) Given the product [CH3:1][O:2][C:3]1[C:4]([NH:27][S:29]([CH3:28])(=[O:31])=[O:30])=[N:5][C:6]([CH2:9][S:10](/[CH:13]=[CH:14]/[C:15]2[C:20]([O:21][CH3:22])=[CH:19][C:18]([O:23][CH3:24])=[CH:17][C:16]=2[O:25][CH3:26])(=[O:11])=[O:12])=[CH:7][CH:8]=1, predict the reactants needed to synthesize it. The reactants are: [CH3:1][O:2][C:3]1[C:4]([NH2:27])=[N:5][C:6]([CH2:9][S:10](/[CH:13]=[CH:14]/[C:15]2[C:20]([O:21][CH3:22])=[CH:19][C:18]([O:23][CH3:24])=[CH:17][C:16]=2[O:25][CH3:26])(=[O:12])=[O:11])=[CH:7][CH:8]=1.[CH3:28][S:29](Cl)(=[O:31])=[O:30]. (6) Given the product [F:29][C:30]1[CH:35]=[CH:34][C:33]([F:36])=[CH:32][C:31]=1[C:37]1[N:39]=[C:26]([CH:12]2[CH2:13][CH:14]([C:16]3[CH:17]=[CH:18][C:19]([C:22]([F:24])([F:25])[F:23])=[CH:20][CH:21]=3)[CH2:15][N:10]([C:8]([N:5]3[CH2:6][CH2:7][CH:2]([OH:1])[CH2:3][CH2:4]3)=[O:9])[CH2:11]2)[O:27][N:38]=1, predict the reactants needed to synthesize it. The reactants are: [OH:1][CH:2]1[CH2:7][CH2:6][N:5]([C:8]([N:10]2[CH2:15][CH:14]([C:16]3[CH:21]=[CH:20][C:19]([C:22]([F:25])([F:24])[F:23])=[CH:18][CH:17]=3)[CH2:13][CH:12]([C:26](O)=[O:27])[CH2:11]2)=[O:9])[CH2:4][CH2:3]1.[F:29][C:30]1[CH:35]=[CH:34][C:33]([F:36])=[CH:32][C:31]=1[C:37](=[N:39]O)[NH2:38].